This data is from Catalyst prediction with 721,799 reactions and 888 catalyst types from USPTO. The task is: Predict which catalyst facilitates the given reaction. Reactant: [N:1]1[C:10]2[C:5](=[CH:6][CH:7]=[CH:8][CH:9]=2)[CH:4]=[CH:3][C:2]=1[NH:11][C@H:12]1[CH2:17][CH2:16][C@@H:15]([NH2:18])[CH2:14][CH2:13]1.CCN(CC)CC.[CH3:26][O:27][C:28]1[CH:29]=[C:30]([CH:34]=[CH:35][CH:36]=1)[C:31](Cl)=[O:32]. Product: [CH3:26][O:27][C:28]1[CH:29]=[C:30]([CH:34]=[CH:35][CH:36]=1)[C:31]([NH:18][C@H:15]1[CH2:14][CH2:13][C@@H:12]([NH:11][C:2]2[CH:3]=[CH:4][C:5]3[C:10](=[CH:9][CH:8]=[CH:7][CH:6]=3)[N:1]=2)[CH2:17][CH2:16]1)=[O:32]. The catalyst class is: 22.